Task: Predict the product of the given reaction.. Dataset: Forward reaction prediction with 1.9M reactions from USPTO patents (1976-2016) (1) The product is: [CH:1]1([C:4]2[NH:8][C:7]3[CH:16]=[C:17]([C:31]4[C:32]([CH3:37])=[N:33][O:34][C:35]=4[CH3:36])[CH:18]=[C:19]([CH:20]([CH:22]4[CH2:26][C:25]5[CH:27]=[CH:28][CH:29]=[CH:30][C:24]=5[O:23]4)[OH:21])[C:6]=3[N:5]=2)[CH2:2][CH2:3]1. Given the reactants [CH:1]1([C:4]2[N:8](C(OC(C)(C)C)=O)[C:7]3[CH:16]=[C:17]([C:31]4[C:32]([CH3:37])=[N:33][O:34][C:35]=4[CH3:36])[CH:18]=[C:19]([CH:20]([CH:22]4[CH2:26][C:25]5[CH:27]=[CH:28][CH:29]=[CH:30][C:24]=5[O:23]4)[OH:21])[C:6]=3[N:5]=2)[CH2:3][CH2:2]1.C(O)(C(F)(F)F)=O, predict the reaction product. (2) The product is: [CH3:12][N:13]([CH3:23])[C:14]1[CH:22]=[CH:21][C:17]([C:18]([N:9]([CH3:8])[O:10][CH3:11])=[O:19])=[CH:16][CH:15]=1. Given the reactants N1C=CC=CC=1.Cl.[CH3:8][NH:9][O:10][CH3:11].[CH3:12][N:13]([CH3:23])[C:14]1[CH:22]=[CH:21][C:17]([C:18](Cl)=[O:19])=[CH:16][CH:15]=1.O, predict the reaction product.